Dataset: Catalyst prediction with 721,799 reactions and 888 catalyst types from USPTO. Task: Predict which catalyst facilitates the given reaction. (1) Reactant: C1(COC([N:11]2[CH2:16][CH2:15][N:14]3[C:17](=[O:22])[O:18][C:19]([CH3:21])([CH3:20])[CH:13]3[CH2:12]2)=O)C=CC=CC=1. Product: [CH3:20][C:19]1([CH3:21])[CH:13]2[CH2:12][NH:11][CH2:16][CH2:15][N:14]2[C:17](=[O:22])[O:18]1. The catalyst class is: 178. (2) Product: [CH3:2][Si:3]([NH:6][Si:7]([CH3:10])([CH3:9])[CH3:8])([CH3:5])[CH3:4]. The catalyst class is: 1. Reactant: [Li+].[CH3:2][Si:3]([N-:6][Si:7]([CH3:10])([CH3:9])[CH3:8])([CH3:5])[CH3:4].